From a dataset of Catalyst prediction with 721,799 reactions and 888 catalyst types from USPTO. Predict which catalyst facilitates the given reaction. (1) The catalyst class is: 2. Product: [OH:10][CH2:9][CH2:11][NH:12][C:2](=[O:3])[O:4][CH2:5][C:6]1[CH:7]=[CH:8][C:24]([O:23][C:20](=[O:22])[CH3:21])=[CH:25][CH:13]=1. Reactant: Cl[C:2]([O:4][CH2:5][CH2:6][CH2:7][CH3:8])=[O:3].[CH2:9]([CH2:11][NH2:12])[OH:10].[CH2:13](N(CC)CC)C.[C:20]([O:23][CH2:24][CH3:25])(=[O:22])[CH3:21]. (2) Reactant: [Br:1]N1C(=O)CCC1=O.[Br:9][C:10]1[C:15]([C:16]([O:18][CH2:19][CH3:20])=[O:17])=[C:14]([CH3:21])[N:13]=[CH:12][CH:11]=1. Product: [Br:9][C:10]1[C:15]([C:16]([O:18][CH2:19][CH3:20])=[O:17])=[C:14]([CH2:21][Br:1])[N:13]=[CH:12][CH:11]=1. The catalyst class is: 340. (3) Reactant: [NH2:1][C:2]1[N:10]=[C:9]2[C:5]([N:6]=[CH:7][N:8]2[C@H:11]2[CH2:15][O:14][C@@H:13]([CH2:16][O:17]C(=O)C3C=CC=CC=3)[O:12]2)=[C:4]([Cl:26])[N:3]=1.CO[Na].CO. Product: [NH2:1][C:2]1[N:10]=[C:9]2[C:5]([N:6]=[CH:7][N:8]2[C@H:11]2[CH2:15][O:14][C@@H:13]([CH2:16][OH:17])[O:12]2)=[C:4]([Cl:26])[N:3]=1. The catalyst class is: 5. (4) Reactant: [C:1]([N:11]1[CH2:18][CH2:17][CH2:16][C@H:12]1[C:13]([OH:15])=O)([O:3][CH2:4][C:5]1[CH:10]=[CH:9][CH:8]=[CH:7][CH:6]=1)=[O:2].CN(C(ON1N=NC2C=CC=NC1=2)=[N+](C)C)C.F[P-](F)(F)(F)(F)F.C(N(C(C)C)CC)(C)C.[C:52]([O:56][C:57](=[O:66])[NH:58][C:59]1[CH:64]=[CH:63][C:62]([NH2:65])=[CH:61][CH:60]=1)([CH3:55])([CH3:54])[CH3:53]. Product: [C:52]([O:56][C:57]([NH:58][C:59]1[CH:60]=[CH:61][C:62]([NH:65][C:13]([C@@H:12]2[CH2:16][CH2:17][CH2:18][N:11]2[C:1]([O:3][CH2:4][C:5]2[CH:6]=[CH:7][CH:8]=[CH:9][CH:10]=2)=[O:2])=[O:15])=[CH:63][CH:64]=1)=[O:66])([CH3:55])([CH3:53])[CH3:54]. The catalyst class is: 58. (5) Reactant: C(OP([CH2:9][C:10]#[N:11])(=O)OCC)C.C[Si]([N-][Si](C)(C)C)(C)C.[Li+].[O:22]1[CH2:28][CH2:27][CH2:26][O:25][C:24]2[CH:29]=[C:30]([C:33]([C:35]3[CH:40]=[C:39]([O:41][CH3:42])[CH:38]=[C:37]([O:43][CH3:44])[CH:36]=3)=O)[CH:31]=[CH:32][C:23]1=2. Product: [O:22]1[CH2:28][CH2:27][CH2:26][O:25][C:24]2[CH:29]=[C:30]([C:33]([C:35]3[CH:36]=[C:37]([O:43][CH3:44])[CH:38]=[C:39]([O:41][CH3:42])[CH:40]=3)=[CH:9][C:10]#[N:11])[CH:31]=[CH:32][C:23]1=2. The catalyst class is: 1. (6) Reactant: [C:1]([NH:5][C:6](=[O:35])[C:7]1[CH:12]=[CH:11][CH:10]=[C:9]([O:13][C:14]2[CH:19]=[CH:18][C:17]([NH:20][C:21]3[C:31]4[CH:30]=[C:29]([CH:32]=O)[CH2:28][CH2:27][NH:26][C:25]=4[N:24]=[CH:23][N:22]=3)=[CH:16][C:15]=2[Cl:34])[CH:8]=1)([CH3:4])([CH3:3])[CH3:2].Cl.[CH3:37][O:38][CH:39]1[CH2:44][CH2:43][NH:42][CH2:41][CH2:40]1.C(N(CC)CC)C.C(O[BH-](OC(=O)C)OC(=O)C)(=O)C.[Na+]. Product: [C:1]([NH:5][C:6](=[O:35])[C:7]1[CH:12]=[CH:11][CH:10]=[C:9]([O:13][C:14]2[CH:19]=[CH:18][C:17]([NH:20][C:21]3[C:31]4[CH:30]=[C:29]([CH2:32][N:42]5[CH2:43][CH2:44][CH:39]([O:38][CH3:37])[CH2:40][CH2:41]5)[CH2:28][CH2:27][NH:26][C:25]=4[N:24]=[CH:23][N:22]=3)=[CH:16][C:15]=2[Cl:34])[CH:8]=1)([CH3:4])([CH3:2])[CH3:3]. The catalyst class is: 348. (7) Reactant: [F:1][CH:2]([F:12])[O:3][C:4]1[CH:11]=[CH:10][CH:9]=[CH:8][C:5]=1[CH:6]=[O:7].[Cl:13][C:14]1[C:15](C(O)=O)=[N:16][C:17]([S:20][CH3:21])=[N:18][CH:19]=1. Product: [Cl:13][C:14]1[C:15]([CH:6]([C:5]2[CH:8]=[CH:9][CH:10]=[CH:11][C:4]=2[O:3][CH:2]([F:12])[F:1])[OH:7])=[N:16][C:17]([S:20][CH3:21])=[N:18][CH:19]=1. The catalyst class is: 520.